The task is: Predict the product of the given reaction.. This data is from Forward reaction prediction with 1.9M reactions from USPTO patents (1976-2016). (1) Given the reactants CC(OC(/N=N/C(OC(C)C)=O)=O)C.[F:15][C:16]([F:40])([F:39])[C:17]1[N:21]2[N:22]=[C:23]([N:26]3[CH2:31][CH2:30][N:29]([C:32]4[CH:37]=[CH:36][C:35]([OH:38])=[CH:34][CH:33]=4)[CH2:28][CH2:27]3)[CH:24]=[CH:25][C:20]2=[N:19][N:18]=1.[CH3:41][N:42]1[C:46]([CH2:47][CH2:48]OC2C=CC(C3CCN(C4CCC5N(C(C(F)(F)F)=NN=5)N=4)CC3)=CC=2)=[CH:45][CH:44]=[N:43]1.C1(P(C2C=CC=CC=2)C2C=CC=CC=2)C=CC=CC=1, predict the reaction product. The product is: [CH3:41][N:42]1[C:46]([CH2:47][CH2:48][O:38][C:35]2[CH:36]=[CH:37][C:32]([N:29]3[CH2:28][CH2:27][N:26]([C:23]4[CH:24]=[CH:25][C:20]5[N:21]([C:17]([C:16]([F:15])([F:39])[F:40])=[N:18][N:19]=5)[N:22]=4)[CH2:31][CH2:30]3)=[CH:33][CH:34]=2)=[CH:45][CH:44]=[N:43]1. (2) Given the reactants [O:1]=[C:2]([O-:11])[C@@H:3]([C@H:5]([C@@H:7]([CH2:9][OH:10])[OH:8])[OH:6])[OH:4].C(O)[C@@H]([C@H]([C@@H](CO)O)O)O.C([O-])(=O)C, predict the reaction product. The product is: [O:1]=[C:2]([OH:11])[C@@H:3]([C@H:5]([C@@H:7]([CH2:9][OH:10])[OH:8])[OH:6])[OH:4]. (3) Given the reactants C([O:3][C:4](=O)[C:5]([C:8]1[CH:13]=[CH:12][CH:11]=[C:10]([Br:14])[CH:9]=1)([F:7])[F:6])C.FC(F)(CCC1C=CC=CC=1)CO, predict the reaction product. The product is: [Br:14][C:10]1[CH:9]=[C:8]([C:5]([F:6])([F:7])[CH2:4][OH:3])[CH:13]=[CH:12][CH:11]=1. (4) Given the reactants [F:1][C:2]1[CH:3]=[C:4]2[C:8](=[CH:9][CH:10]=1)[NH:7][C:6](=[O:11])[C:5]2=[CH:12][C:13]1[NH:21][C:20]2[CH2:19][CH2:18][N:17]([CH2:22][CH2:23][N:24]3[CH2:29][CH2:28][O:27][CH2:26][CH2:25]3)[C:16](=[O:30])[C:15]=2[C:14]=1[CH3:31].[OH:32][CH:33]([CH2:37][C:38]([OH:40])=[O:39])[C:34]([OH:36])=[O:35], predict the reaction product. The product is: [C:34]([OH:36])(=[O:35])[CH:33]([CH2:37][C:38]([OH:40])=[O:39])[OH:32].[F:1][C:2]1[CH:3]=[C:4]2[C:8](=[CH:9][CH:10]=1)[NH:7][C:6](=[O:11])[C:5]2=[CH:12][C:13]1[NH:21][C:20]2[CH2:19][CH2:18][N:17]([CH2:22][CH2:23][N:24]3[CH2:25][CH2:26][O:27][CH2:28][CH2:29]3)[C:16](=[O:30])[C:15]=2[C:14]=1[CH3:31]. (5) The product is: [C:1]([C:5]1[CH:6]=[C:7]([C:12](=[O:14])[CH3:13])[CH:8]=[C:9]([O:11][CH2:16][CH2:17][CH2:18][F:19])[CH:10]=1)([CH3:4])([CH3:2])[CH3:3]. Given the reactants [C:1]([C:5]1[CH:6]=[C:7]([C:12](=[O:14])[CH3:13])[CH:8]=[C:9]([OH:11])[CH:10]=1)([CH3:4])([CH3:3])[CH3:2].Br[CH2:16][CH2:17][CH2:18][F:19].O=O, predict the reaction product. (6) Given the reactants [N+:1]([C:4]1[CH:9]=[CH:8][C:7]([C:10]2[N:15]=[C:14]([N:16]3[CH2:22][CH:21]4[O:23][CH:18]([CH2:19][CH2:20]4)[CH2:17]3)[CH:13]=[C:12]([C:24]3[CH:29]=[CH:28][C:27]([N+:30]([O-])=O)=[CH:26][CH:25]=3)[N:11]=2)=[CH:6][CH:5]=1)([O-])=O, predict the reaction product. The product is: [NH2:1][C:4]1[CH:9]=[CH:8][C:7]([C:10]2[N:15]=[C:14]([N:16]3[CH2:17][CH:18]4[O:23][CH:21]([CH2:20][CH2:19]4)[CH2:22]3)[CH:13]=[C:12]([C:24]3[CH:25]=[CH:26][C:27]([NH2:30])=[CH:28][CH:29]=3)[N:11]=2)=[CH:6][CH:5]=1.